From a dataset of Peptide-MHC class I binding affinity with 185,985 pairs from IEDB/IMGT. Regression. Given a peptide amino acid sequence and an MHC pseudo amino acid sequence, predict their binding affinity value. This is MHC class I binding data. (1) The peptide sequence is LMLATGMKNV. The MHC is HLA-A02:01 with pseudo-sequence HLA-A02:01. The binding affinity (normalized) is 0.761. (2) The peptide sequence is DDALFIYGY. The MHC is HLA-A68:02 with pseudo-sequence HLA-A68:02. The binding affinity (normalized) is 0.0847. (3) The peptide sequence is EIINNGISY. The MHC is HLA-A02:10 with pseudo-sequence HLA-A02:10. The binding affinity (normalized) is 0.0847.